Dataset: Full USPTO retrosynthesis dataset with 1.9M reactions from patents (1976-2016). Task: Predict the reactants needed to synthesize the given product. Given the product [CH:1]1([N:4]([CH:18]2[CH2:23][CH2:22][N:21]([C:26]3[N:31]=[CH:30][C:29]([CH2:32][CH3:33])=[CH:28][N:27]=3)[CH2:20][CH:19]2[CH3:24])[C:5](=[O:17])[C:6]2[CH:7]=[CH:8][C:9]([C:12]3[O:16][CH:15]=[N:14][CH:13]=3)=[CH:10][CH:11]=2)[CH2:3][CH2:2]1, predict the reactants needed to synthesize it. The reactants are: [CH:1]1([N:4]([CH:18]2[CH2:23][CH2:22][NH:21][CH2:20][CH:19]2[CH3:24])[C:5](=[O:17])[C:6]2[CH:11]=[CH:10][C:9]([C:12]3[O:16][CH:15]=[N:14][CH:13]=3)=[CH:8][CH:7]=2)[CH2:3][CH2:2]1.Cl[C:26]1[N:31]=[CH:30][C:29]([CH2:32][CH3:33])=[CH:28][N:27]=1.